From a dataset of Forward reaction prediction with 1.9M reactions from USPTO patents (1976-2016). Predict the product of the given reaction. (1) The product is: [NH2:29][C:21]1[N:22]([CH3:28])[C:23](=[O:27])[C:24]([CH3:26])([CH3:25])[C@:19]([C:14]2[CH:13]=[C:12]([NH:11][CH:8]3[CH2:9][CH2:10][CH:6]([CH2:5][C:4]([OH:33])=[O:3])[C:7]3([CH3:31])[CH3:32])[CH:17]=[CH:16][C:15]=2[F:18])([CH3:30])[N:20]=1. Given the reactants C([O:3][C:4](=[O:33])[CH2:5][CH:6]1[CH2:10][CH2:9][CH:8]([NH:11][C:12]2[CH:17]=[CH:16][C:15]([F:18])=[C:14]([C@:19]3([CH3:30])[C:24]([CH3:26])([CH3:25])[C:23](=[O:27])[N:22]([CH3:28])[C:21]([NH2:29])=[N:20]3)[CH:13]=2)[C:7]1([CH3:32])[CH3:31])C.[Li+].[OH-], predict the reaction product. (2) Given the reactants [CH3:1][C:2]1[N:3]=[C:4]2[CH:9]=[CH:8][C:7]([N:10]3[CH2:15][CH2:14][N:13]([CH3:16])[CH2:12][CH2:11]3)=[N:6][N:5]2[CH:17]=1.I[C:19]1[CH:24]=[CH:23][N:22]=[CH:21][CH:20]=1.C(=O)([O-])[O-].[Na+].[Na+].O, predict the reaction product. The product is: [CH3:1][C:2]1[N:3]=[C:4]2[CH:9]=[CH:8][C:7]([N:10]3[CH2:15][CH2:14][N:13]([CH3:16])[CH2:12][CH2:11]3)=[N:6][N:5]2[C:17]=1[C:19]1[CH:24]=[CH:23][N:22]=[CH:21][CH:20]=1. (3) Given the reactants [CH:1]([C:3]1[CH:4]=[C:5]([CH:43]=[CH:44][CH:45]=1)[CH2:6][N:7]1[CH:11]=[C:10]([NH:12][C:13]([C:15]2[C:23]3[C:18](=[CH:19][CH:20]=[CH:21][CH:22]=3)[N:17](C(C3C=CC=CC=3)(C3C=CC=CC=3)C3C=CC=CC=3)[N:16]=2)=[O:14])[CH:9]=[N:8]1)=O.Cl.[CH3:47][NH:48][CH3:49].C([BH3-])#N.[Na+].C([SiH](C(C)C)C(C)C)(C)C, predict the reaction product. The product is: [CH3:47][N:48]([CH2:1][C:3]1[CH:4]=[C:5]([CH:43]=[CH:44][CH:45]=1)[CH2:6][N:7]1[CH:11]=[C:10]([NH:12][C:13]([C:15]2[C:23]3[C:18](=[CH:19][CH:20]=[CH:21][CH:22]=3)[NH:17][N:16]=2)=[O:14])[CH:9]=[N:8]1)[CH3:49]. (4) The product is: [CH2:1]([O:8][C:9]([NH:11][C@H:12]([C:19]([NH:22][C:23]1[CH:24]=[C:25]([CH2:30][C@H:31]([CH3:37])[C:32]([O:34][CH2:35][CH3:36])=[O:33])[CH:26]=[CH:27][C:28]=1[F:29])=[O:21])[C@H:13]([C:15]([F:16])([F:17])[F:18])[CH3:14])=[O:10])[C:2]1[CH:3]=[CH:4][CH:5]=[CH:6][CH:7]=1. Given the reactants [CH2:1]([O:8][C:9]([NH:11][C@H:12]([C:19]([OH:21])=O)[C@H:13]([C:15]([F:18])([F:17])[F:16])[CH3:14])=[O:10])[C:2]1[CH:7]=[CH:6][CH:5]=[CH:4][CH:3]=1.[NH2:22][C:23]1[CH:24]=[C:25]([CH2:30][C@H:31]([CH3:37])[C:32]([O:34][CH2:35][CH3:36])=[O:33])[CH:26]=[CH:27][C:28]=1[F:29].CN(C(ON1N=NC2C=CC=NC1=2)=[N+](C)C)C.F[P-](F)(F)(F)(F)F, predict the reaction product. (5) Given the reactants [N:1]1[C:9]2[CH2:8][CH2:7][CH2:6][C:5]=2[CH:4]=[CH:3][CH:2]=1.[NH4+].[OH-:11], predict the reaction product. The product is: [N:1]1[CH:2]=[CH:3][CH:4]=[C:5]2[C:6](=[O:11])[CH2:7][CH2:8][C:9]=12. (6) Given the reactants N[C:2]1[CH:6]=[C:5]([CH:7]2[CH2:12][CH2:11][N:10]([C:13]([O:15][C:16]([CH3:19])([CH3:18])[CH3:17])=[O:14])[CH2:9][CH2:8]2)[N:4]([CH:20]([CH3:22])[CH3:21])[N:3]=1.C1(C)C=CC(S(O)(=O)=O)=CC=1.N([O-])=O.[Na+].[I-:38].[Na+], predict the reaction product. The product is: [I:38][C:2]1[CH:6]=[C:5]([CH:7]2[CH2:12][CH2:11][N:10]([C:13]([O:15][C:16]([CH3:19])([CH3:18])[CH3:17])=[O:14])[CH2:9][CH2:8]2)[N:4]([CH:20]([CH3:22])[CH3:21])[N:3]=1. (7) The product is: [CH:1]1([C:6]#[C:7][C:25]([O:27][CH3:28])=[O:26])[CH2:5][CH2:4][CH2:3][CH2:2]1. Given the reactants [CH:1]1([C:6]#[CH:7])[CH2:5][CH2:4][CH2:3][CH2:2]1.O1CCCC1.C([Li])CCC.CCCCCC.Cl[C:25]([O:27][CH3:28])=[O:26], predict the reaction product. (8) Given the reactants [F:1][C:2]([F:27])([F:26])[C:3]1[CH:8]=[C:7]([C:9]2[N:13]=[CH:12][N:11](COCC[Si](C)(C)C)[N:10]=2)[CH:6]=[C:5]([C:22]([F:25])([F:24])[F:23])[N:4]=1.C(OCC)(=O)C.CCCCCC, predict the reaction product. The product is: [NH:11]1[CH:12]=[N:13][C:9]([C:7]2[CH:6]=[C:5]([C:22]([F:23])([F:24])[F:25])[N:4]=[C:3]([C:2]([F:27])([F:1])[F:26])[CH:8]=2)=[N:10]1.